Dataset: Reaction yield outcomes from USPTO patents with 853,638 reactions. Task: Predict the reaction yield, written as a fraction of the theoretical maximum amount of product (1.0 means a 100% yield; for example, 0.34 means a 34% yield). (1) The reactants are [C:1]([C:3]1[CH:4]=[C:5]([N:12]2[C:16](=[O:17])[N:15]([CH3:18])[N:14]=[N:13]2)[CH:6]=[C:7]([N+:9]([O-])=O)[CH:8]=1)#[N:2]. The catalyst is CO.[Pd]. The product is [NH2:9][C:7]1[CH:6]=[C:5]([N:12]2[C:16](=[O:17])[N:15]([CH3:18])[N:14]=[N:13]2)[CH:4]=[C:3]([CH:8]=1)[C:1]#[N:2]. The yield is 1.00. (2) The reactants are [O:1]=[CH:2][C:3]1[CH:11]=[CH:10][C:7]([O:8][CH3:9])=[C:5]([OH:6])[CH:4]=1.CC1C=CC(S(O[CH2:23][CH2:24][C:25]#[C:26][CH2:27][CH2:28][CH2:29][CH3:30])(=O)=O)=CC=1. No catalyst specified. The product is [CH3:9][O:8][C:7]1[CH:10]=[CH:11][C:3]([CH:2]=[O:1])=[CH:4][C:5]=1[O:6][CH2:23][CH2:24][C:25]#[C:26][CH2:27][CH2:28][CH2:29][CH3:30]. The yield is 0.340. (3) The reactants are [NH2:1][CH2:2][CH2:3][CH2:4][CH2:5][N:6]1[CH2:10][CH2:9][CH2:8][CH2:7]1.[C:11]1([C:17]([C:33]2[CH:38]=[CH:37][CH:36]=[CH:35][CH:34]=2)([C:27]2[CH:32]=[CH:31][CH:30]=[CH:29][CH:28]=2)[N:18]2[C:22]([CH2:23][CH2:24][CH:25]=O)=[CH:21][N:20]=[CH:19]2)[CH:16]=[CH:15][CH:14]=[CH:13][CH:12]=1. No catalyst specified. The product is [N:6]1([CH2:5][CH2:4][CH2:3][CH2:2][NH:1][CH2:25][CH2:24][CH2:23][C:22]2[N:18]([C:17]([C:33]3[CH:38]=[CH:37][CH:36]=[CH:35][CH:34]=3)([C:27]3[CH:28]=[CH:29][CH:30]=[CH:31][CH:32]=3)[C:11]3[CH:16]=[CH:15][CH:14]=[CH:13][CH:12]=3)[CH:19]=[N:20][CH:21]=2)[CH2:10][CH2:9][CH2:8][CH2:7]1. The yield is 0.350. (4) The reactants are [CH2:1]([O:8][C:9]1[C:13]([CH2:14][OH:15])=[CH:12][N:11]([C:16]2[CH:21]=[CH:20][CH:19]=[CH:18][CH:17]=2)[N:10]=1)[C:2]1[CH:7]=[CH:6][CH:5]=[CH:4][CH:3]=1. The catalyst is [O-2].[O-2].[Mn+4].O1CCCC1. The product is [CH2:1]([O:8][C:9]1[C:13]([CH:14]=[O:15])=[CH:12][N:11]([C:16]2[CH:21]=[CH:20][CH:19]=[CH:18][CH:17]=2)[N:10]=1)[C:2]1[CH:3]=[CH:4][CH:5]=[CH:6][CH:7]=1. The yield is 0.900. (5) The reactants are [Br:1][C:2]1[CH:3]=[N:4][CH:5]=[CH:6][C:7]=1[O:8][C:9]1[CH:14]=[C:13]([F:15])[C:12]([N+:16]([O-])=O)=[CH:11][C:10]=1[F:19].O.O.[Sn](Cl)Cl. The catalyst is CCO. The product is [Br:1][C:2]1[CH:3]=[N:4][CH:5]=[CH:6][C:7]=1[O:8][C:9]1[C:10]([F:19])=[CH:11][C:12]([NH2:16])=[C:13]([F:15])[CH:14]=1. The yield is 1.12. (6) The reactants are [CH3:1][O:2][CH:3]1[CH2:6][N:5]([C:7]2[N:12]=[CH:11][C:10]([C:13]([OH:15])=O)=[CH:9][N:8]=2)[CH2:4]1.C(Cl)CCl.ON1C2N=CC=CC=2N=N1.[CH:30]1([N:34]2[CH2:40][CH2:39][C:38]3[CH:41]=[CH:42][C:43]([CH2:45][NH2:46])=[CH:44][C:37]=3[CH2:36][CH2:35]2)[CH2:33][CH2:32][CH2:31]1.[OH-].[Na+].C([O-])(O)=O.[Na+]. The catalyst is CN(C=O)C.C1COCC1.CCOC(C)=O.O. The product is [CH:30]1([N:34]2[CH2:40][CH2:39][C:38]3[CH:41]=[CH:42][C:43]([CH2:45][NH:46][C:13]([C:10]4[CH:11]=[N:12][C:7]([N:5]5[CH2:4][CH:3]([O:2][CH3:1])[CH2:6]5)=[N:8][CH:9]=4)=[O:15])=[CH:44][C:37]=3[CH2:36][CH2:35]2)[CH2:33][CH2:32][CH2:31]1. The yield is 0.500.